Dataset: Full USPTO retrosynthesis dataset with 1.9M reactions from patents (1976-2016). Task: Predict the reactants needed to synthesize the given product. (1) Given the product [CH3:28][O:29][C:30]1[CH:35]=[C:34]([C:36]([F:37])([F:38])[F:39])[CH:33]=[CH:32][C:31]=1[C:40]1[C:49]2[C:44](=[CH:45][C:46]([S:50]([NH:6][C:7]3[S:11][N:10]=[CH:9][N:8]=3)(=[O:51])=[O:52])=[CH:47][CH:48]=2)[CH:43]=[CH:42][N:41]=1, predict the reactants needed to synthesize it. The reactants are: COC1C=C(OC)C=CC=1C[NH:6][C:7]1[S:11][N:10]=[CH:9][N:8]=1.C[Si]([N-][Si](C)(C)C)(C)C.[Li+].[CH3:28][O:29][C:30]1[CH:35]=[C:34]([C:36]([F:39])([F:38])[F:37])[CH:33]=[CH:32][C:31]=1[C:40]1[C:49]2[C:44](=[CH:45][C:46]([S:50](OC3C(F)=C(F)C(F)=C(F)C=3F)(=[O:52])=[O:51])=[CH:47][CH:48]=2)[CH:43]=[CH:42][N:41]=1. (2) Given the product [NH2:19][C:20]1[N:25]=[C:24]([O:14][CH2:13][C:10]2[CH:11]=[CH:12][C:7]([CH2:6][NH:5][C:3](=[O:4])[C:2]([F:15])([F:16])[F:1])=[CH:8][CH:9]=2)[CH:23]=[CH:22][N:21]=1, predict the reactants needed to synthesize it. The reactants are: [F:1][C:2]([F:16])([F:15])[C:3]([NH:5][CH2:6][C:7]1[CH:12]=[CH:11][C:10]([CH2:13][OH:14])=[CH:9][CH:8]=1)=[O:4].[H-].[Na+].[NH2:19][C:20]1[N:25]=[C:24](Cl)[CH:23]=[CH:22][N:21]=1.O. (3) Given the product [F:1][C:2]1[C:3]([F:12])=[C:4]([F:11])[C:5]([F:10])=[C:6]([F:9])[C:7]=1[S:8][C:21]1[CH:26]=[CH:25][CH:24]=[CH:23][CH:22]=1, predict the reactants needed to synthesize it. The reactants are: [F:1][C:2]1[C:7]([SH:8])=[C:6]([F:9])[C:5]([F:10])=[C:4]([F:11])[C:3]=1[F:12].C1C(=O)N(Cl)C(=O)C1.[C:21]1([Zn]Br)[CH:26]=[CH:25][CH:24]=[CH:23][CH:22]=1.